This data is from Catalyst prediction with 721,799 reactions and 888 catalyst types from USPTO. The task is: Predict which catalyst facilitates the given reaction. (1) Reactant: C(N(CC)CC)C.[CH:8]1([NH:11][CH2:12][C:13]2[CH:14]=[C:15]([C:21]3[CH:22]=[CH:23][C:24]4[O:28][N:27]=[C:26]([NH:29][CH2:30][C:31]([CH3:34])([CH3:33])[CH3:32])[C:25]=4[CH:35]=3)[CH:16]=[CH:17][C:18]=2[O:19][CH3:20])[CH2:10][CH2:9]1.[CH3:36][S:37](Cl)(=[O:39])=[O:38]. Product: [CH:8]1([N:11]([CH2:12][C:13]2[CH:14]=[C:15]([C:21]3[CH:22]=[CH:23][C:24]4[O:28][N:27]=[C:26]([NH:29][CH2:30][C:31]([CH3:32])([CH3:34])[CH3:33])[C:25]=4[CH:35]=3)[CH:16]=[CH:17][C:18]=2[O:19][CH3:20])[S:37]([CH3:36])(=[O:39])=[O:38])[CH2:9][CH2:10]1. The catalyst class is: 2. (2) Reactant: [NH2:1][C:2]1[CH:3]=[CH:4][C:5]([S:52]([CH2:55][CH3:56])(=[O:54])=[O:53])=[C:6]([CH2:8][N:9]([CH3:51])[C:10]([CH:12]([NH:24][C:25]2[CH:26]=[C:27]3[C:32](=[CH:33][CH:34]=2)[C:31]([N:35]([C:43]([O:45][C:46]([CH3:49])([CH3:48])[CH3:47])=[O:44])[C:36](=[O:42])[O:37][C:38]([CH3:41])([CH3:40])[CH3:39])=[N:30][CH:29]=[C:28]3[F:50])[C:13]2[CH:18]=[CH:17][C:16]([C@@H:19]([CH3:22])[CH2:20][OH:21])=[C:15]([CH3:23])[CH:14]=2)=[O:11])[CH:7]=1.[C:57](Cl)(Cl)=[O:58]. Product: [C:38]([O:37][C:36]([N:35]([C:31]1[C:32]2[C:27](=[CH:26][C:25]([NH:24][C@H:12]3[C:10](=[O:11])[N:9]([CH3:51])[CH2:8][C:6]4[CH:7]=[C:2]([CH:3]=[CH:4][C:5]=4[S:52]([CH2:55][CH3:56])(=[O:54])=[O:53])[NH:1][C:57](=[O:58])[O:21][CH2:20][C@H:19]([CH3:22])[C:16]4[CH:17]=[CH:18][C:13]3=[CH:14][C:15]=4[CH3:23])=[CH:34][CH:33]=2)[C:28]([F:50])=[CH:29][N:30]=1)[C:43](=[O:44])[O:45][C:46]([CH3:47])([CH3:48])[CH3:49])=[O:42])([CH3:41])([CH3:39])[CH3:40]. The catalyst class is: 245. (3) Reactant: Br[C:2]1[CH:11]=[N:10][CH:9]=[CH:8][C:3]=1[C:4]([O:6]C)=O.Cl.[NH2:13][C:14]1[CH:19]=[CH:18][CH:17]=[CH:16][C:15]=1B(O)O.C(=O)([O-])[O-].[Cs+].[Cs+]. Product: [CH:11]1[N:10]=[CH:9][CH:8]=[C:3]2[C:2]=1[C:15]1[CH:16]=[CH:17][CH:18]=[CH:19][C:14]=1[NH:13][C:4]2=[O:6]. The catalyst class is: 75. (4) Product: [NH2:1][C:2]1[CH:3]=[C:4]([CH2:8][C:9]2[C:18]([C:19]([F:20])([F:21])[F:22])=[CH:17][C:12]([C:13]([OH:15])=[O:14])=[CH:11][C:10]=2[Cl:23])[CH:5]=[CH:6][CH:7]=1. Reactant: [NH2:1][C:2]1[CH:3]=[C:4]([CH2:8][C:9]2[C:18]([C:19]([F:22])([F:21])[F:20])=[CH:17][C:12]([C:13]([O:15]C)=[O:14])=[CH:11][C:10]=2[Cl:23])[CH:5]=[CH:6][CH:7]=1. The catalyst class is: 5. (5) Reactant: Br[C:2]1[CH:7]=[CH:6][C:5]([C:8]2[N:9]=[CH:10][C:11]([NH2:14])=[N:12][CH:13]=2)=[CH:4][CH:3]=1.[C:15]([NH:19][S:20]([C:23]1[CH:28]=[CH:27][CH:26]=[CH:25][C:24]=1B(O)O)(=[O:22])=[O:21])([CH3:18])([CH3:17])[CH3:16].C([O-])([O-])=O.[K+].[K+].C(Cl)Cl. Product: [NH2:14][C:11]1[N:12]=[CH:13][C:8]([C:5]2[CH:6]=[CH:7][C:2]([C:24]3[C:23]([S:20]([NH:19][C:15]([CH3:18])([CH3:17])[CH3:16])(=[O:21])=[O:22])=[CH:28][CH:27]=[CH:26][CH:25]=3)=[CH:3][CH:4]=2)=[N:9][CH:10]=1. The catalyst class is: 140. (6) Reactant: [CH2:1]([O:5][C:6]1[C:18]([F:19])=[C:17]2[C:9]([C:10]3[CH:11]=[CH:12][C:13](B(O)O)=[C:14]([F:20])[C:15]=3[CH2:16]2)=[CH:8][CH:7]=1)[CH2:2][CH2:3][CH3:4].[OH:24]O. Product: [CH2:1]([O:5][C:6]1[C:18]([F:19])=[C:17]2[C:9]([C:10]3[CH:11]=[CH:12][C:13]([OH:24])=[C:14]([F:20])[C:15]=3[CH2:16]2)=[CH:8][CH:7]=1)[CH2:2][CH2:3][CH3:4]. The catalyst class is: 310. (7) Reactant: [Cl:1][C:2]1[CH:3]=[C:4]2[C:10]([C:11]#[N:12])=[CH:9][N:8]([CH:13]3[CH2:16][CH2:15][CH2:14]3)[C:5]2=[CH:6][N:7]=1.[Li+].CC([N-]C(C)C)C.[CH2:25]([Sn:29](I)([CH2:34][CH2:35][CH2:36][CH3:37])[CH2:30][CH2:31][CH2:32][CH3:33])[CH2:26][CH2:27][CH3:28]. Product: [Cl:1][C:2]1[CH:3]=[C:4]2[C:10]([C:11]#[N:12])=[C:9]([Sn:29]([CH2:30][CH2:31][CH2:32][CH3:33])([CH2:34][CH2:35][CH2:36][CH3:37])[CH2:25][CH2:26][CH2:27][CH3:28])[N:8]([CH:13]3[CH2:14][CH2:15][CH2:16]3)[C:5]2=[CH:6][N:7]=1. The catalyst class is: 1. (8) Reactant: [N:1]1[CH:6]=[CH:5][CH:4]=[N:3][C:2]=1[NH:7][CH:8]1[CH2:12][CH2:11][N:10](C(OC(C)(C)C)=O)[CH2:9]1.O.[ClH:21]. Product: [ClH:21].[N:1]1[CH:6]=[CH:5][CH:4]=[N:3][C:2]=1[NH:7][CH:8]1[CH2:12][CH2:11][NH:10][CH2:9]1. The catalyst class is: 12.